From a dataset of Catalyst prediction with 721,799 reactions and 888 catalyst types from USPTO. Predict which catalyst facilitates the given reaction. Reactant: [NH2:1][C:2]1[CH:11]=[C:10]2[C:5]([CH2:6][CH2:7][N:8](C(OC(C)(C)C)=O)[CH2:9]2)=[CH:4][CH:3]=1.N1C=CC=CC=1.CN(C1C=CC=CN=1)C.[CH3:34][C:35]1[C:44]2[C:39](=[CH:40][CH:41]=[CH:42][CH:43]=2)[C:38]([S:45]([Cl:48])(=[O:47])=[O:46])=[CH:37][CH:36]=1. Product: [ClH:48].[CH2:9]1[C:10]2[C:5](=[CH:4][CH:3]=[C:2]([NH:1][S:45]([C:38]3[C:39]4[C:44](=[CH:43][CH:42]=[CH:41][CH:40]=4)[C:35]([CH3:34])=[CH:36][CH:37]=3)(=[O:47])=[O:46])[CH:11]=2)[CH2:6][CH2:7][NH:8]1. The catalyst class is: 4.